This data is from Full USPTO retrosynthesis dataset with 1.9M reactions from patents (1976-2016). The task is: Predict the reactants needed to synthesize the given product. (1) The reactants are: [CH2:1]([C:8]1[CH:13]=[CH:12][CH:11]=[C:10]([O:14]C)[N:9]=1)[C:2]1[CH:7]=[CH:6][CH:5]=[CH:4][CH:3]=1.Br. Given the product [CH2:1]([C:8]1[CH:13]=[CH:12][CH:11]=[C:10]([OH:14])[N:9]=1)[C:2]1[CH:3]=[CH:4][CH:5]=[CH:6][CH:7]=1, predict the reactants needed to synthesize it. (2) Given the product [CH2:11]([C:1]1([CH2:16][CH3:17])[O:6][C:4](=[O:5])[CH2:3][CH2:2]1)[CH3:12], predict the reactants needed to synthesize it. The reactants are: [C:1]1(=O)[O:6][C:4](=[O:5])[CH2:3][CH2:2]1.C[Mg]Br.[CH3:11][CH2:12]OCC.[CH3:16][C:17](O)=O.